Predict the product of the given reaction. From a dataset of Forward reaction prediction with 1.9M reactions from USPTO patents (1976-2016). (1) Given the reactants [CH3:1][O:2][C:3](=[O:20])[CH:4]=[CH:5][C:6]1[CH:11]=[CH:10][C:9]([O:12][CH2:13][CH2:14][CH2:15][CH2:16][CH2:17][CH2:18][OH:19])=[CH:8][CH:7]=1.C(N(CC)CC)C.[C:28](Cl)(=[O:32])[C:29]([CH3:31])=[CH2:30], predict the reaction product. The product is: [CH3:1][O:2][C:3]([CH:4]=[CH:5][C:6]1[CH:11]=[CH:10][C:9]([O:12][CH2:13][CH2:14][CH2:15][CH2:16][CH2:17][CH2:18][O:19][C:28](=[O:32])[C:29]([CH3:31])=[CH2:30])=[CH:8][CH:7]=1)=[O:20]. (2) The product is: [Si:20]([O:19][CH2:18][CH2:17][N:1]1[CH2:7][CH2:6][CH2:5][C@H:4]([NH:8][C:9](=[O:15])[O:10][C:11]([CH3:12])([CH3:14])[CH3:13])[CH2:3][CH2:2]1)([C:23]([CH3:26])([CH3:25])[CH3:24])([CH3:22])[CH3:21]. Given the reactants [NH:1]1[CH2:7][CH2:6][CH2:5][C@H:4]([NH:8][C:9](=[O:15])[O:10][C:11]([CH3:14])([CH3:13])[CH3:12])[CH2:3][CH2:2]1.Br[CH2:17][CH2:18][O:19][Si:20]([C:23]([CH3:26])([CH3:25])[CH3:24])([CH3:22])[CH3:21].CCN(C(C)C)C(C)C, predict the reaction product. (3) Given the reactants [CH3:1][C:2]1[C:10]2[C:5](=[CH:6][CH:7]=[C:8](B3OC(C)(C)C(C)(C)O3)[CH:9]=2)[NH:4][N:3]=1.Br[C:21]1[CH:22]=[C:23]([NH:27][CH:28]([C:32]2[CH:37]=[CH:36][CH:35]=[CH:34][CH:33]=2)[C:29]([NH2:31])=[O:30])[CH:24]=[N:25][CH:26]=1.C([O-])([O-])=O.[K+].[K+], predict the reaction product. The product is: [CH3:1][C:2]1[C:10]2[C:5](=[CH:6][CH:7]=[C:8]([C:21]3[CH:22]=[C:23]([NH:27][CH:28]([C:32]4[CH:37]=[CH:36][CH:35]=[CH:34][CH:33]=4)[C:29]([NH2:31])=[O:30])[CH:24]=[N:25][CH:26]=3)[CH:9]=2)[NH:4][N:3]=1. (4) Given the reactants [C:1]([C:5]1[O:9][N:8]=[C:7]([NH:10][C:11]([NH:13][C:14]2[CH:19]=[CH:18][CH:17]=[C:16]([OH:20])[CH:15]=2)=[O:12])[CH:6]=1)([CH3:4])([CH3:3])[CH3:2].O[C:22]1[C:31]2[C:26](=[CH:27][CH:28]=[C:29]([O:32][CH2:33][CH2:34][O:35][CH3:36])[CH:30]=2)[N:25]=[CH:24][N:23]=1, predict the reaction product. The product is: [C:1]([C:5]1[O:9][N:8]=[C:7]([NH:10][C:11]([NH:13][C:14]2[CH:19]=[CH:18][CH:17]=[C:16]([O:20][C:22]3[C:31]4[C:26](=[CH:27][CH:28]=[C:29]([O:32][CH2:33][CH2:34][O:35][CH3:36])[CH:30]=4)[N:25]=[CH:24][N:23]=3)[CH:15]=2)=[O:12])[CH:6]=1)([CH3:4])([CH3:2])[CH3:3].